This data is from NCI-60 drug combinations with 297,098 pairs across 59 cell lines. The task is: Regression. Given two drug SMILES strings and cell line genomic features, predict the synergy score measuring deviation from expected non-interaction effect. (1) Drug 1: CCC1(CC2CC(C3=C(CCN(C2)C1)C4=CC=CC=C4N3)(C5=C(C=C6C(=C5)C78CCN9C7C(C=CC9)(C(C(C8N6C=O)(C(=O)OC)O)OC(=O)C)CC)OC)C(=O)OC)O.OS(=O)(=O)O. Drug 2: CC(C)NC(=O)C1=CC=C(C=C1)CNNC.Cl. Cell line: DU-145. Synergy scores: CSS=4.36, Synergy_ZIP=0.335, Synergy_Bliss=5.32, Synergy_Loewe=-7.85, Synergy_HSA=-0.163. (2) Drug 1: COC1=NC(=NC2=C1N=CN2C3C(C(C(O3)CO)O)O)N. Drug 2: CC12CCC3C(C1CCC2O)C(CC4=C3C=CC(=C4)O)CCCCCCCCCS(=O)CCCC(C(F)(F)F)(F)F. Cell line: OVCAR-4. Synergy scores: CSS=1.85, Synergy_ZIP=-1.39, Synergy_Bliss=-2.34, Synergy_Loewe=-4.14, Synergy_HSA=-3.79. (3) Drug 1: COC1=NC(=NC2=C1N=CN2C3C(C(C(O3)CO)O)O)N. Drug 2: C1=CC=C(C(=C1)C(C2=CC=C(C=C2)Cl)C(Cl)Cl)Cl. Cell line: CAKI-1. Synergy scores: CSS=34.1, Synergy_ZIP=1.60, Synergy_Bliss=2.16, Synergy_Loewe=-11.5, Synergy_HSA=1.61. (4) Drug 2: CC12CCC3C(C1CCC2O)C(CC4=C3C=CC(=C4)O)CCCCCCCCCS(=O)CCCC(C(F)(F)F)(F)F. Synergy scores: CSS=3.66, Synergy_ZIP=-3.75, Synergy_Bliss=-6.81, Synergy_Loewe=-0.387, Synergy_HSA=-3.00. Cell line: CCRF-CEM. Drug 1: C1=CC=C(C(=C1)C(C2=CC=C(C=C2)Cl)C(Cl)Cl)Cl. (5) Drug 1: CC1=C(C=C(C=C1)NC2=NC=CC(=N2)N(C)C3=CC4=NN(C(=C4C=C3)C)C)S(=O)(=O)N.Cl. Drug 2: C1=CC=C(C=C1)NC(=O)CCCCCCC(=O)NO. Cell line: HT29. Synergy scores: CSS=10.4, Synergy_ZIP=0.223, Synergy_Bliss=5.41, Synergy_Loewe=-9.34, Synergy_HSA=2.74. (6) Drug 1: C1CC2CC3=C(CC1C24CN(S(=O)(=O)N4)CC(F)(F)F)C=CC(=C3)C=CCN5CCC(CC5)C(F)(F)F. Drug 2: CC1=C(C(=O)C2=C(C1=O)N3CC4C(C3(C2COC(=O)N)OC)N4)N. Cell line: UACC62. Synergy scores: CSS=40.9, Synergy_ZIP=-4.06, Synergy_Bliss=-2.79, Synergy_Loewe=1.37, Synergy_HSA=4.69.